From a dataset of Forward reaction prediction with 1.9M reactions from USPTO patents (1976-2016). Predict the product of the given reaction. (1) Given the reactants [NH2:1][C:2]1[CH:3]=[N:4][CH:5]=[CH:6][C:7]=1[C:8]1[N:17]=[CH:16][C:15]2[N:14]([CH3:18])[C:13](=[O:19])[C@@H:12]([CH2:20][CH3:21])[N:11]([CH:22]3[CH2:26][CH2:25][CH2:24][CH2:23]3)[C:10]=2[N:9]=1.Cl[CH2:28][O:29][C:30](=O)[O-:31].O, predict the reaction product. The product is: [CH:22]1([N:11]2[C:10]3[N:9]=[C:8]([C:7]4[CH:6]=[CH:5][N:4]=[CH:3][C:2]=4[NH:1][C:30](=[O:31])[O:29][CH3:28])[N:17]=[CH:16][C:15]=3[N:14]([CH3:18])[C:13](=[O:19])[C@H:12]2[CH2:20][CH3:21])[CH2:26][CH2:25][CH2:24][CH2:23]1. (2) Given the reactants [C:1]1([C:7]([C:36]2[CH:41]=[CH:40][CH:39]=[CH:38][CH:37]=2)=[N:8][C:9]2[CH:14]=[CH:13][CH:12]=[C:11]([C:15]3[C:19]([C:20]4[CH:25]=[CH:24][N+:23]([O-])=[CH:22][CH:21]=4)=[CH:18][N:17]([CH2:27][C:28]4[CH:33]=[CH:32][C:31]([O:34][CH3:35])=[CH:30][CH:29]=4)[N:16]=3)[CH:10]=2)[CH:6]=[CH:5][CH:4]=[CH:3][CH:2]=1.[C:42]([NH2:46])([CH3:45])([CH3:44])[CH3:43].C1(C)C=CC(S(OS(C2C=CC(C)=CC=2)(=O)=O)(=O)=O)=CC=1.ClCCl, predict the reaction product. The product is: [C:42]([NH:46][C:24]1[CH:25]=[C:20]([C:19]2[C:15]([C:11]3[CH:12]=[CH:13][CH:14]=[C:9]([N:8]=[C:7]([C:36]4[CH:41]=[CH:40][CH:39]=[CH:38][CH:37]=4)[C:1]4[CH:6]=[CH:5][CH:4]=[CH:3][CH:2]=4)[CH:10]=3)=[N:16][N:17]([CH2:27][C:28]3[CH:33]=[CH:32][C:31]([O:34][CH3:35])=[CH:30][CH:29]=3)[CH:18]=2)[CH:21]=[CH:22][N:23]=1)([CH3:45])([CH3:44])[CH3:43]. (3) Given the reactants Br[C:2]1[CH:7]=[CH:6][N:5]=[C:4]([O:8][CH3:9])[C:3]=1Br.[F:11][C:12]([F:22])([F:21])[C:13]1[N:18]=[CH:17][C:16]([CH2:19][OH:20])=[CH:15][CH:14]=1.CC1C=NC2C(C=1C)=CC=C1C=2N=CC(C)=C1C.C([O-])([O-])=O.[Cs+].[Cs+], predict the reaction product. The product is: [CH3:9][O:8][C:4]1[CH:3]=[C:2]([O:20][CH2:19][C:16]2[CH:17]=[N:18][C:13]([C:12]([F:22])([F:11])[F:21])=[CH:14][CH:15]=2)[CH:7]=[CH:6][N:5]=1. (4) Given the reactants C(O[C@H]1C2C(=CC(Br)=CC=2)[C@@H](NC[C@@H](O)[C@@H](N)CC2C=C(F)C=C(F)C=2)C1)C=C.[C:30]([OH:37])(=O)[CH2:31][CH2:32][CH2:33][CH:34]=[CH2:35].[CH2:38]([O:41][C@H:42]1[C:50]2[C:45](=[CH:46][C:47]([O:51][CH:52]([CH3:54])[CH3:53])=[CH:48][CH:49]=2)[C@@H:44]([NH:55][CH2:56][C@@H:57]([O:64][Si:65]([C:68]([CH3:71])([CH3:70])[CH3:69])([CH3:67])[CH3:66])[C@@H:58]([NH2:63])[CH2:59][CH:60]([CH3:62])[CH3:61])[CH2:43]1)[CH:39]=[CH2:40], predict the reaction product. The product is: [CH2:38]([O:41][C@H:42]1[C:50]2[C:45](=[CH:46][C:47]([O:51][CH:52]([CH3:54])[CH3:53])=[CH:48][CH:49]=2)[C@@H:44]([NH:55][CH2:56][C@@H:57]([O:64][Si:65]([C:68]([CH3:71])([CH3:70])[CH3:69])([CH3:66])[CH3:67])[C@@H:58]([NH:63][C:30](=[O:37])[CH2:31][CH2:32][CH2:33][CH:34]=[CH2:35])[CH2:59][CH:60]([CH3:61])[CH3:62])[CH2:43]1)[CH:39]=[CH2:40]. (5) Given the reactants C([O:4][C@@H:5]1[C@@H:10]([O:11]C(=O)C)[C@H:9]([O:15]C(=O)C)[C@@H:8]([CH2:19][O:20]C(=O)C)[O:7][C@H:6]1[O:24][C:25]1[C:29]([CH2:30][C:31]2[CH:36]=[CH:35][C:34](/[CH:37]=[CH:38]/[CH2:39][C:40](O)=[O:41])=[CH:33][CH:32]=2)=[C:28]([CH:43]([CH3:45])[CH3:44])[NH:27][N:26]=1)(=O)C.[Cl-].[NH4+].O[N:49]1C2C=CC=CC=2N=N1.Cl.C(N=C=NCCCN(C)C)C, predict the reaction product. The product is: [C:40]([CH2:39]/[CH:38]=[CH:37]/[C:34]1[CH:35]=[CH:36][C:31]([CH2:30][C:29]2[C:25]([O:24][C@@H:6]3[O:7][C@H:8]([CH2:19][OH:20])[C@@H:9]([OH:15])[C@H:10]([OH:11])[C@H:5]3[OH:4])=[N:26][NH:27][C:28]=2[CH:43]([CH3:44])[CH3:45])=[CH:32][CH:33]=1)(=[O:41])[NH2:49]. (6) Given the reactants [Cl:1][C:2]1[CH:22]=[C:21]([CH:23]=C)[CH:20]=[C:19]([Cl:25])[C:3]=1[C:4]([NH:6][C:7]1[CH:12]=[CH:11][N:10]=[C:9]([NH:13][C:14]([CH:16]2[CH2:18][CH2:17]2)=[O:15])[CH:8]=1)=[O:5].C[OH:27], predict the reaction product. The product is: [Cl:25][C:19]1[CH:20]=[C:21]([CH:23]=[O:27])[CH:22]=[C:2]([Cl:1])[C:3]=1[C:4]([NH:6][C:7]1[CH:12]=[CH:11][N:10]=[C:9]([NH:13][C:14]([CH:16]2[CH2:17][CH2:18]2)=[O:15])[CH:8]=1)=[O:5]. (7) Given the reactants [OH:1]C1C2C(=CN=C(Cl)C=2)N=CC=1.[Cl:13][C:14]1[CH:19]=[C:18]([CH3:20])[C:17]([N+:21]([O-:23])=[O:22])=[CH:16][N:15]=1, predict the reaction product. The product is: [Cl:13][C:14]1[CH:19]=[C:18]([C:17]([N+:21]([O-:23])=[O:22])=[CH:16][N:15]=1)[CH:20]=[O:1]. (8) Given the reactants C([O:8][N:9]1[CH2:13][CH2:12][N:11]([CH2:14][CH2:15][CH2:16][CH:17]([O:20][CH3:21])[O:18][CH3:19])[C:10]1=[O:22])C1C=CC=CC=1.C([O-])=O.[NH4+], predict the reaction product. The product is: [CH3:21][O:20][CH:17]([O:18][CH3:19])[CH2:16][CH2:15][CH2:14][N:11]1[CH2:12][CH2:13][N:9]([OH:8])[C:10]1=[O:22].